From a dataset of Reaction yield outcomes from USPTO patents with 853,638 reactions. Predict the reaction yield, written as a fraction of the theoretical maximum amount of product (1.0 means a 100% yield; for example, 0.34 means a 34% yield). (1) The reactants are [F:1][C:2]([F:18])([F:17])[C:3]1[CH:8]=[CH:7][C:6]([C:9]2[CH:16]=[CH:15][CH:14]=[CH:13][C:10]=2[CH:11]=[O:12])=[CH:5][CH:4]=1.C([OH:23])(C)(C)C.S(=O)(=O)(O)N.Cl([O-])=O.[Na+]. The catalyst is O.C1(C)C=CC=CC=1. The product is [F:1][C:2]([F:17])([F:18])[C:3]1[CH:4]=[CH:5][C:6]([C:9]2[CH:16]=[CH:15][CH:14]=[CH:13][C:10]=2[C:11]([OH:23])=[O:12])=[CH:7][CH:8]=1. The yield is 0.940. (2) The reactants are CC(C)[C@@H:3]([N:7]1[CH2:15][C:14]2[C:9](=[CH:10][C:11]([C:16]3[CH:21]=[CH:20][C:19]([NH:22][C:23]([NH:25][C:26]4[CH:31]=[CH:30][CH:29]=[C:28]([C:32]([F:35])([F:34])[F:33])[CH:27]=4)=[O:24])=[CH:18][CH:17]=3)=[CH:12][CH:13]=2)[C:8]1=[O:36])[C:4]([OH:6])=[O:5].O=C1C2C(=CC=C(C3C=CC(NC(NC4C=CC=C(C(F)(F)F)C=4)=O)=CC=3)C=2)CN1CC(OC)=O. No catalyst specified. The product is [O:36]=[C:8]1[C:9]2[C:14](=[CH:13][CH:12]=[C:11]([C:16]3[CH:21]=[CH:20][C:19]([NH:22][C:23]([NH:25][C:26]4[CH:31]=[CH:30][CH:29]=[C:28]([C:32]([F:34])([F:33])[F:35])[CH:27]=4)=[O:24])=[CH:18][CH:17]=3)[CH:10]=2)[CH2:15][N:7]1[CH2:3][C:4]([OH:6])=[O:5]. The yield is 0.910. (3) The reactants are [OH:1][CH:2]([C:15]1[CH:20]=[CH:19][CH:18]=[CH:17][CH:16]=1)[CH2:3][N:4]1[C:8]2[NH:9][C:10](=[S:14])[NH:11][C:12](=[O:13])[C:7]=2[CH:6]=[N:5]1.[CH3:21]I. The catalyst is C1COCC1. The product is [OH:1][CH:2]([C:15]1[CH:20]=[CH:19][CH:18]=[CH:17][CH:16]=1)[CH2:3][N:4]1[C:8]2[N:9]=[C:10]([S:14][CH3:21])[NH:11][C:12](=[O:13])[C:7]=2[CH:6]=[N:5]1. The yield is 0.720. (4) The reactants are [NH2:1][C:2]1[N:3]=[CH:4][C:5]2[C:10]([CH:11]=1)=[CH:9][CH:8]=[CH:7][CH:6]=2.C[Al](C)C.C[O:17][C:18]([C:20]1[C:21]([NH:26][CH2:27][C:28]2[CH:33]=[CH:32][N:31]=[CH:30][CH:29]=2)=[N:22][CH:23]=[N:24][CH:25]=1)=O. The catalyst is C1(C)C=CC=CC=1. The product is [CH:4]1[C:5]2[C:10](=[CH:9][CH:8]=[CH:7][CH:6]=2)[CH:11]=[C:2]([NH:1][C:18]([C:20]2[C:21]([NH:26][CH2:27][C:28]3[CH:33]=[CH:32][N:31]=[CH:30][CH:29]=3)=[N:22][CH:23]=[N:24][CH:25]=2)=[O:17])[N:3]=1. The yield is 0.240. (5) The reactants are Br[C:2]1[C:3]2[N:4]([CH:9]=[CH:10][N:11]=2)[N:5]=[C:6]([Cl:8])[CH:7]=1.[CH3:12][O:13][C:14]1[CH:27]=[CH:26][C:17]([CH2:18][NH:19][C:20]2[CH:25]=[CH:24][CH:23]=[CH:22][CH:21]=2)=[CH:16][CH:15]=1.[Li+].C[Si]([N-][Si](C)(C)C)(C)C. The yield is 0.530. The catalyst is C1COCC1. The product is [Cl:8][C:6]1[CH:7]=[C:2]([N:19]([CH2:18][C:17]2[CH:16]=[CH:15][C:14]([O:13][CH3:12])=[CH:27][CH:26]=2)[C:20]2[CH:25]=[CH:24][CH:23]=[CH:22][CH:21]=2)[C:3]2[N:4]([CH:9]=[CH:10][N:11]=2)[N:5]=1.